This data is from Forward reaction prediction with 1.9M reactions from USPTO patents (1976-2016). The task is: Predict the product of the given reaction. (1) Given the reactants [F:1][C:2]1[CH:8]=[CH:7][C:5]([NH2:6])=[CH:4][CH:3]=1.C[Al](C)C.[O:13]1[C:23]23[C@@H:18]([CH2:19][CH2:20][CH2:21][CH2:22]2)[O:17][CH2:16][CH2:15][C@H:14]13.[OH-].[Na+], predict the reaction product. The product is: [F:1][C:2]1[CH:8]=[CH:7][C:5]([NH:6][C@H:14]2[C@:23]3([OH:13])[C@H:18]([CH2:19][CH2:20][CH2:21][CH2:22]3)[O:17][CH2:16][CH2:15]2)=[CH:4][CH:3]=1. (2) Given the reactants [NH2:1][C:2]1[N:10]=[CH:9][N:8]=[C:7]2[C:3]=1[N:4]=[CH:5][N:6]2[C@H:11]1[C@@H:15]2[O:16][C:17]([CH3:20])([CH3:19])[O:18][C@@H:14]2[C@@H:13]([CH2:21][NH:22][CH2:23][CH2:24][CH2:25][N:26]2[C:34](=[O:35])[C:33]3[C:28](=[CH:29][CH:30]=[CH:31][CH:32]=3)[C:27]2=[O:36])[O:12]1.[CH3:37][C:38]([O:41][C:42](O[C:42]([O:41][C:38]([CH3:40])([CH3:39])[CH3:37])=[O:43])=[O:43])([CH3:40])[CH3:39].O, predict the reaction product. The product is: [C:38]([O:41][C:42](=[O:43])[N:22]([CH2:21][C@@H:13]1[C@@H:14]2[C@@H:15]([O:16][C:17]([CH3:19])([CH3:20])[O:18]2)[C@H:11]([N:6]2[CH:5]=[N:4][C:3]3[C:7]2=[N:8][CH:9]=[N:10][C:2]=3[NH2:1])[O:12]1)[CH2:23][CH2:24][CH2:25][N:26]1[C:34](=[O:35])[C:33]2[C:28](=[CH:29][CH:30]=[CH:31][CH:32]=2)[C:27]1=[O:36])([CH3:40])([CH3:39])[CH3:37]. (3) Given the reactants C(OC([N:8]1[C:17]2[C:12](=[CH:13][C:14]([Br:18])=[CH:15][N:16]=2)[C:11](=[O:19])[CH2:10][CH2:9]1)=O)(C)(C)C.Cl.O1CCOCC1, predict the reaction product. The product is: [Br:18][C:14]1[CH:13]=[C:12]2[C:17](=[N:16][CH:15]=1)[NH:8][CH2:9][CH2:10][C:11]2=[O:19]. (4) Given the reactants [Br:1][C:2]1[CH:7]=[CH:6][N:5]2[C:8]([C:11]([OH:13])=O)=[CH:9][N:10]=[C:4]2[CH:3]=1.S(Cl)(Cl)=O.[NH2:18][C:19]1[CH:20]=[C:21]([CH:26]=[CH:27][C:28]=1[F:29])[C:22]([O:24][CH3:25])=[O:23].N1C=CC=CC=1, predict the reaction product. The product is: [Br:1][C:2]1[CH:7]=[CH:6][N:5]2[C:8]([C:11]([NH:18][C:19]3[CH:20]=[C:21]([CH:26]=[CH:27][C:28]=3[F:29])[C:22]([O:24][CH3:25])=[O:23])=[O:13])=[CH:9][N:10]=[C:4]2[CH:3]=1.